Dataset: Forward reaction prediction with 1.9M reactions from USPTO patents (1976-2016). Task: Predict the product of the given reaction. Given the reactants [Br:1][C:2]1[CH:3]=[C:4]([N:8]2[C:12]3=[N:13][CH:14]=[CH:15][CH:16]=[C:11]3[C:10]([C:17]#[N:18])=[CH:9]2)[CH:5]=[CH:6][CH:7]=1.C[OH:20], predict the reaction product. The product is: [Br:1][C:2]1[CH:3]=[C:4]([N:8]2[C:12]3=[N:13][CH:14]=[CH:15][CH:16]=[C:11]3[C:10]([C:17]([NH2:18])=[O:20])=[CH:9]2)[CH:5]=[CH:6][CH:7]=1.